This data is from Reaction yield outcomes from USPTO patents with 853,638 reactions. The task is: Predict the reaction yield, written as a fraction of the theoretical maximum amount of product (1.0 means a 100% yield; for example, 0.34 means a 34% yield). (1) The reactants are [S:1](=[O:30])(=[O:29])([O:3][CH2:4][C@@H:5]1[CH2:9][C@@H:8]([N:10]2[C:14]3[N:15]=[CH:16][N:17]=[C:18]([NH:19][C@@H:20]4[C:28]5[C:23](=[CH:24][CH:25]=[CH:26][CH:27]=5)[CH2:22][CH2:21]4)[C:13]=3[CH:12]=[CH:11]2)[CH:7]=[CH:6]1)[NH2:2]. The catalyst is [Pd].CCOC(C)=O. The product is [S:1](=[O:30])(=[O:29])([O:3][CH2:4][C@H:5]1[CH2:6][CH2:7][C@H:8]([N:10]2[C:14]3[N:15]=[CH:16][N:17]=[C:18]([NH:19][C@@H:20]4[C:28]5[C:23](=[CH:24][CH:25]=[CH:26][CH:27]=5)[CH2:22][CH2:21]4)[C:13]=3[CH:12]=[CH:11]2)[CH2:9]1)[NH2:2]. The yield is 0.620. (2) The reactants are [NH2:1][C:2]1[CH:7]=[C:6]([Cl:8])[CH:5]=[CH:4][C:3]=1[NH:9][C:10]1[CH:11]=[CH:12][C:13]([C:16]#[N:17])=[N:14][CH:15]=1.[Cl:18][CH2:19][C:20](OC)(OC)OC. The catalyst is C(O)C. The product is [Cl:8][C:6]1[CH:5]=[CH:4][C:3]2[N:9]([C:10]3[CH:11]=[CH:12][C:13]([C:16]#[N:17])=[N:14][CH:15]=3)[C:20]([CH2:19][Cl:18])=[N:1][C:2]=2[CH:7]=1. The yield is 0.846. (3) The reactants are C(#N)C.[OH:4][CH:5]([CH3:23])[CH2:6][NH:7][C:8](=[O:22])[C:9]([NH:11][C:12]1[CH:17]=[CH:16][CH:15]=[C:14]([C:18]([F:21])([F:20])[F:19])[CH:13]=1)=[O:10].Br([O-])(=O)=O.[Na+]. The catalyst is O.O.[Ru](Cl)(Cl)Cl. The product is [O:4]=[C:5]([CH3:23])[CH2:6][NH:7][C:8](=[O:22])[C:9]([NH:11][C:12]1[CH:17]=[CH:16][CH:15]=[C:14]([C:18]([F:19])([F:20])[F:21])[CH:13]=1)=[O:10]. The yield is 0.892. (4) The reactants are [N+:1]([C:4]1[CH:9]=[C:8]([N+:10]([O-])=O)[CH:7]=[CH:6][C:5]=1[S:13][CH2:14][C:15]([OH:17])=O)([O-])=O.O.O.[Sn](Cl)Cl. The catalyst is C(O)C. The product is [NH2:10][C:8]1[CH:7]=[CH:6][C:5]2[S:13][CH2:14][C:15](=[O:17])[NH:1][C:4]=2[CH:9]=1. The yield is 0.520.